This data is from Forward reaction prediction with 1.9M reactions from USPTO patents (1976-2016). The task is: Predict the product of the given reaction. (1) Given the reactants C(N(CC)CC)C.[N:8]1([C:13]2[N:18]=[C:17]([NH2:19])[CH:16]=[CH:15][CH:14]=2)[CH2:12][CH2:11][CH2:10][CH2:9]1.[CH3:20][N:21]1[C:30](=[O:31])[C:29]2[C:24](=[C:25]([C:32](Cl)=[O:33])[CH:26]=[CH:27][CH:28]=2)[N:23]=[C:22]1[C:35]1[CH:40]=[CH:39][CH:38]=[C:37]([C:41]([F:44])([F:43])[F:42])[CH:36]=1.Cl, predict the reaction product. The product is: [CH3:20][N:21]1[C:30](=[O:31])[C:29]2[C:24](=[C:25]([C:32]([NH:19][C:17]3[CH:16]=[CH:15][CH:14]=[C:13]([N:8]4[CH2:9][CH2:10][CH2:11][CH2:12]4)[N:18]=3)=[O:33])[CH:26]=[CH:27][CH:28]=2)[N:23]=[C:22]1[C:35]1[CH:40]=[CH:39][CH:38]=[C:37]([C:41]([F:43])([F:42])[F:44])[CH:36]=1. (2) Given the reactants [C:1]([O:5][C:6]([N:8]1[CH2:12][CH2:11][CH2:10][C@@H:9]1[C:13]([OH:15])=O)=[O:7])([CH3:4])([CH3:3])[CH3:2].CN1CCOCC1.C(Cl)(=O)OCC.Cl.[CH3:30][O:31][NH:32][CH3:33], predict the reaction product. The product is: [CH3:30][O:31][N:32]([CH3:33])[C:13]([C@H:9]1[CH2:10][CH2:11][CH2:12][N:8]1[C:6]([O:5][C:1]([CH3:2])([CH3:3])[CH3:4])=[O:7])=[O:15]. (3) Given the reactants [CH3:1][O:2][C:3]1[CH:12]=[CH:11][C:6]([C:7]([O:9][CH3:10])=[O:8])=[C:5](OS(C(F)(F)F)(=O)=O)[CH:4]=1.[CH:21]#[C:22][CH2:23][CH2:24][CH2:25][CH2:26][CH3:27], predict the reaction product. The product is: [C:21]([C:5]1[CH:4]=[C:3]([O:2][CH3:1])[CH:12]=[CH:11][C:6]=1[C:7]([O:9][CH3:10])=[O:8])#[C:22][CH2:23][CH2:24][CH2:25][CH2:26][CH3:27]. (4) Given the reactants C=O.[S:3]1[CH:7]=[CH:6][C:5]2[CH:8]=[C:9]([N:12]3[C@@H:21]4[C@@H:16]([CH2:17][CH2:18][CH2:19][CH2:20]4)[NH:15][C:14]([CH3:23])([CH3:22])[CH2:13]3)[CH:10]=[CH:11][C:4]1=2.[C:24]([BH3-])#N.[Na+].[ClH:28].C(OCC)(=O)C, predict the reaction product. The product is: [ClH:28].[S:3]1[CH:7]=[CH:6][C:5]2[CH:8]=[C:9]([N:12]3[C@H:21]4[C@H:16]([CH2:17][CH2:18][CH2:19][CH2:20]4)[N:15]([CH3:24])[C:14]([CH3:23])([CH3:22])[CH2:13]3)[CH:10]=[CH:11][C:4]1=2. (5) Given the reactants [C:1]([C:5]1[CH:10]=[CH:9][C:8]([C:11]2([CH3:33])[C:16]([CH3:18])([CH3:17])[O:15]C(N[C@H](C3C=CC=CC=3F)CCO)=[N:13][S:12]2(=[O:32])=[O:31])=[CH:7][CH:6]=1)([CH3:4])([CH3:3])[CH3:2].C(C1C=CC(C2(C)C(C)(C)OC(OC)=NS2(=O)=O)=CC=1)(C)(C)C.BrC1C=C(C2(C)C(C)(C)OC(N[C@H](C3C=CC=CC=3)CCO)=NS2(=O)=O)C=CC=1, predict the reaction product. The product is: [C:1]([C:5]1[CH:10]=[CH:9][C:8]([C:11]([S:12]([NH2:13])(=[O:31])=[O:32])([C:16]([OH:15])([CH3:17])[CH3:18])[CH3:33])=[CH:7][CH:6]=1)([CH3:2])([CH3:3])[CH3:4]. (6) Given the reactants [OH:1][C:2]1[CH:11]=[CH:10][C:5]([C:6]([O:8][CH3:9])=[O:7])=[CH:4][CH:3]=1.C([O-])([O-])=O.[K+].[K+].Br[CH2:19][CH:20]([O:24][CH2:25][CH3:26])[O:21][CH2:22][CH3:23], predict the reaction product. The product is: [CH2:22]([O:21][CH:20]([O:24][CH2:25][CH3:26])[CH2:19][O:1][C:2]1[CH:3]=[CH:4][C:5]([C:6]([O:8][CH3:9])=[O:7])=[CH:10][CH:11]=1)[CH3:23].